From a dataset of Forward reaction prediction with 1.9M reactions from USPTO patents (1976-2016). Predict the product of the given reaction. Given the reactants C[O:2][C:3]([NH:5][N:6]=[C:7]([NH:9][C:10]1[CH:11]=[N:12][C:13]([O:16][C:17]2[CH:22]=[CH:21][C:20]([CH3:23])=[C:19]([O:24][C:25]([F:28])([F:27])[F:26])[CH:18]=2)=[CH:14][CH:15]=1)[CH3:8])=O.C(=O)([O-])[O-].[K+].[K+].CCCCCCC, predict the reaction product. The product is: [CH3:8][C:7]1[N:9]([C:10]2[CH:11]=[N:12][C:13]([O:16][C:17]3[CH:22]=[CH:21][C:20]([CH3:23])=[C:19]([O:24][C:25]([F:27])([F:28])[F:26])[CH:18]=3)=[CH:14][CH:15]=2)[C:3](=[O:2])[NH:5][N:6]=1.